This data is from Reaction yield outcomes from USPTO patents with 853,638 reactions. The task is: Predict the reaction yield, written as a fraction of the theoretical maximum amount of product (1.0 means a 100% yield; for example, 0.34 means a 34% yield). (1) The reactants are [CH2:1]([C:3]1[C:13]2[O:12][CH2:11][CH2:10][N:9](C(OC(C)(C)C)=O)[CH2:8][C:7]=2[CH:6]=[CH:5][CH:4]=1)[CH3:2].C(OCC)(=O)C.[ClH:27]. The catalyst is C(OCC)(=O)C. The product is [ClH:27].[CH2:1]([C:3]1[C:13]2[O:12][CH2:11][CH2:10][NH:9][CH2:8][C:7]=2[CH:6]=[CH:5][CH:4]=1)[CH3:2]. The yield is 0.830. (2) The reactants are [F:1][C:2]1[CH:10]=[C:9]2[C:5]([C:6](I)=[CH:7][N:8]2[S:11]([C:14]2[CH:19]=[CH:18][CH:17]=[CH:16][CH:15]=2)(=[O:13])=[O:12])=[CH:4][CH:3]=1.CC1(C)C(C)(C)OB([C:29]2[CH:30]=[CH:31][C:32]([NH:35][C:36](=[O:42])[O:37][C:38]([CH3:41])([CH3:40])[CH3:39])=[N:33][CH:34]=2)O1.[O-]P([O-])([O-])=O.[K+].[K+].[K+].C(Cl)Cl. The catalyst is O1CCOCC1.O.C1C=CC(P(C2C=CC=CC=2)[C-]2C=CC=C2)=CC=1.C1C=CC(P(C2C=CC=CC=2)[C-]2C=CC=C2)=CC=1.Cl[Pd]Cl.[Fe+2]. The product is [F:1][C:2]1[CH:10]=[C:9]2[C:5]([C:6]([C:29]3[CH:30]=[CH:31][C:32]([NH:35][C:36](=[O:42])[O:37][C:38]([CH3:40])([CH3:39])[CH3:41])=[N:33][CH:34]=3)=[CH:7][N:8]2[S:11]([C:14]2[CH:19]=[CH:18][CH:17]=[CH:16][CH:15]=2)(=[O:13])=[O:12])=[CH:4][CH:3]=1. The yield is 0.640.